From a dataset of Reaction yield outcomes from USPTO patents with 853,638 reactions. Predict the reaction yield, written as a fraction of the theoretical maximum amount of product (1.0 means a 100% yield; for example, 0.34 means a 34% yield). (1) The reactants are Br[C:2]1[C:3]([NH:9][C:10]2[CH2:15][CH:14]([CH3:16])[CH2:13][C:12](=[O:17])[CH:11]=2)=[N:4][CH:5]=[C:6]([CH3:8])[CH:7]=1.C(=O)([O-])[O-].[Cs+].[Cs+].C1(C)C=CC=CC=1.Cl. The catalyst is Cl[Pd](Cl)([P](C1C=CC=CC=1)(C1C=CC=CC=1)C1C=CC=CC=1)[P](C1C=CC=CC=1)(C1C=CC=CC=1)C1C=CC=CC=1.C(O)C. The product is [CH3:8][C:6]1[CH:5]=[N:4][C:3]2[NH:9][C:10]3[CH2:15][CH:14]([CH3:16])[CH2:13][C:12](=[O:17])[C:11]=3[C:2]=2[CH:7]=1. The yield is 0.830. (2) The reactants are C1C=CN=CC=1.[FH:7].[CH3:8][O:9][C:10]1[C:11]([N+:18]([O-:20])=[O:19])=[CH:12][C:13]([CH3:17])=[C:14](N)[CH:15]=1.N([O-])=O.[Na+]. The catalyst is N1C=CC=CC=1. The product is [F:7][C:14]1[CH:15]=[C:10]([O:9][CH3:8])[C:11]([N+:18]([O-:20])=[O:19])=[CH:12][C:13]=1[CH3:17]. The yield is 0.760. (3) The yield is 0.960. The catalyst is ClCCl. The reactants are S(=O)(=O)=O.[CH3:5][S:6]([CH3:8])=O.[F:9][C:10]([F:19])([F:18])[C:11]1[CH:17]=[CH:16][C:14]([NH2:15])=[CH:13][CH:12]=1. The product is [CH3:5][S:6]([CH3:8])=[N:15][C:14]1[CH:16]=[CH:17][C:11]([C:10]([F:9])([F:18])[F:19])=[CH:12][CH:13]=1. (4) The reactants are [Br:1][CH2:2][CH2:3][CH2:4][CH2:5][CH2:6][C:7]1[CH:12]=[CH:11][C:10]([C:13]2[CH:18]=[CH:17][CH:16]=[CH:15][CH:14]=2)=[CH:9][CH:8]=1.[CH:19]1[C:28]2[C:23](=[CH:24][CH:25]=[CH:26][CH:27]=2)[CH:22]=[CH:21][N:20]=1. No catalyst specified. The product is [Br-:1].[C:10]1([C:13]2[CH:18]=[CH:17][CH:16]=[CH:15][CH:14]=2)[CH:11]=[CH:12][C:7]([CH2:6][CH2:5][CH2:4][CH2:3][CH2:2][N+:20]2[CH:21]=[CH:22][C:23]3[C:28](=[CH:27][CH:26]=[CH:25][CH:24]=3)[CH:19]=2)=[CH:8][CH:9]=1. The yield is 0.610. (5) The reactants are [OH:1][CH:2]1[CH2:7][CH2:6][N:5]([C:8]([C:10]2[CH:15]=[C:14]([S:16]([CH3:19])(=[O:18])=[O:17])[CH:13]=[CH:12][C:11]=2[O:20][CH:21]([CH3:23])[CH3:22])=[O:9])[CH2:4][CH2:3]1.[CH3:24][C:25]([C:27]1[CH:32]=[CH:31][C:30](O)=[C:29]([F:34])[CH:28]=1)=[O:26]. No catalyst specified. The product is [F:34][C:29]1[CH:28]=[C:27]([C:25](=[O:26])[CH3:24])[CH:32]=[CH:31][C:30]=1[O:1][CH:2]1[CH2:3][CH2:4][N:5]([C:8](=[O:9])[C:10]2[CH:15]=[C:14]([S:16]([CH3:19])(=[O:18])=[O:17])[CH:13]=[CH:12][C:11]=2[O:20][CH:21]([CH3:23])[CH3:22])[CH2:6][CH2:7]1. The yield is 0.210.